From a dataset of Forward reaction prediction with 1.9M reactions from USPTO patents (1976-2016). Predict the product of the given reaction. (1) Given the reactants [CH3:1][C@H:2]1[CH2:7][CH2:6][C@H:5]([C:8]([N:10]([CH:33]([CH3:35])[CH3:34])[C:11]2[CH:15]=[C:14]([C:16]3[CH:21]=[CH:20][C:19]([NH:22][C:23]([C:25]4[N:26]=[CH:27][S:28][CH:29]=4)=[O:24])=[CH:18][CH:17]=3)[S:13][C:12]=2[C:30]([OH:32])=[O:31])=[O:9])[CH2:4][CH2:3]1.[OH-].[OH:37][CH2:38][CH2:39][N+:40]([CH3:43])([CH3:42])[CH3:41], predict the reaction product. The product is: [OH:37][CH2:38][CH2:39][N+:40]([CH3:43])([CH3:42])[CH3:41].[CH3:1][C@H:2]1[CH2:7][CH2:6][C@H:5]([C:8]([N:10]([CH:33]([CH3:35])[CH3:34])[C:11]2[CH:15]=[C:14]([C:16]3[CH:17]=[CH:18][C:19]([NH:22][C:23]([C:25]4[N:26]=[CH:27][S:28][CH:29]=4)=[O:24])=[CH:20][CH:21]=3)[S:13][C:12]=2[C:30]([O-:32])=[O:31])=[O:9])[CH2:4][CH2:3]1. (2) The product is: [N+:15]([C:11]1[CH:10]=[C:9]([N:3]2[CH:7]=[CH:6][N:5]=[CH:4]2)[CH:14]=[CH:13][CH:12]=1)([O-:17])=[O:16]. Given the reactants [H-].[Na+].[NH:3]1[CH:7]=[CH:6][N:5]=[CH:4]1.F[C:9]1[CH:14]=[CH:13][CH:12]=[C:11]([N+:15]([O-:17])=[O:16])[CH:10]=1, predict the reaction product. (3) Given the reactants [Br:1][C:2]1[CH:7]=[C:6]([O:8][CH3:9])[C:5]([O:10][CH3:11])=[CH:4][C:3]=1[CH2:12][C:13]([OH:15])=O.C(Cl)(=O)C(Cl)=O.OC(C(F)(F)F)=O.[NH:29]1[CH2:33][CH2:32][C:31]([C:34]2[CH:39]=[CH:38][C:37]([NH:40]C(=O)C(F)(F)F)=[CH:36][CH:35]=2)=[N:30]1.C(N(CC)CC)C.[OH-].[Na+], predict the reaction product. The product is: [NH2:40][C:37]1[CH:36]=[CH:35][C:34]([C:31]2[CH2:32][CH2:33][N:29]([C:13](=[O:15])[CH2:12][C:3]3[CH:4]=[C:5]([O:10][CH3:11])[C:6]([O:8][CH3:9])=[CH:7][C:2]=3[Br:1])[N:30]=2)=[CH:39][CH:38]=1. (4) Given the reactants CC1N=CC=CC=1C(N)=O.[C:11]([C:15]1[N:20]=[C:19]([O:21][CH3:22])[C:18]([CH:23]([NH2:25])[CH3:24])=[CH:17][CH:16]=1)([CH3:14])([CH3:13])[CH3:12].[C:26]([C:28]1[C:33]2[N:34]([CH2:37][C:38](O)=[O:39])[CH:35]=[N:36][C:32]=2[CH:31]=[CH:30][CH:29]=1)#[N:27].CN(C(ON1N=NC2C=CC=NC1=2)=[N+](C)C)C.F[P-](F)(F)(F)(F)F.CCN(C(C)C)C(C)C, predict the reaction product. The product is: [C:11]([C:15]1[N:20]=[C:19]([O:21][CH3:22])[C:18]([CH:23]([NH:25][C:38](=[O:39])[CH2:37][N:34]2[C:33]3[C:28]([C:26]#[N:27])=[CH:29][CH:30]=[CH:31][C:32]=3[N:36]=[CH:35]2)[CH3:24])=[CH:17][CH:16]=1)([CH3:14])([CH3:12])[CH3:13]. (5) Given the reactants [F:1][C:2]1[CH:7]=[CH:6][CH:5]=[CH:4][C:3]=1[N:8]([CH3:21])[C:9](=[O:20])[C@H:10]([O:12][C:13]1[CH:18]=[CH:17][C:16]([OH:19])=[CH:15][CH:14]=1)[CH3:11].Cl[C:23]1[O:24][C:25]2[CH:31]=[C:30]([Cl:32])[CH:29]=[CH:28][C:26]=2[N:27]=1.C(=O)([O-])[O-].[K+].[K+], predict the reaction product. The product is: [F:1][C:2]1[CH:7]=[CH:6][CH:5]=[CH:4][C:3]=1[N:8]([CH3:21])[C:9](=[O:20])[C@H:10]([O:12][C:13]1[CH:14]=[CH:15][C:16]([O:19][C:23]2[O:24][C:25]3[CH:31]=[C:30]([Cl:32])[CH:29]=[CH:28][C:26]=3[N:27]=2)=[CH:17][CH:18]=1)[CH3:11]. (6) Given the reactants [NH2:1][C:2]1[C:7]([C:8]#[N:9])=[C:6]([O:10][CH2:11][CH2:12][OH:13])[N:5]=[C:4]([NH2:14])[CH:3]=1.NC1C(C#N)=C(OC(C)C)N=C(N[C:29](=[O:41])[CH2:30][C:31]2[CH:36]=[C:35]([O:37][CH3:38])[CH:34]=[CH:33][C:32]=2[O:39][CH3:40])C=1.O.[OH-].[Na+], predict the reaction product. The product is: [NH2:1][C:2]1[C:7]([C:8]#[N:9])=[C:6]([O:10][CH2:11][CH2:12][OH:13])[N:5]=[C:4]([NH:14][C:29](=[O:41])[CH2:30][C:31]2[CH:36]=[C:35]([O:37][CH3:38])[CH:34]=[CH:33][C:32]=2[O:39][CH3:40])[CH:3]=1.